Dataset: Catalyst prediction with 721,799 reactions and 888 catalyst types from USPTO. Task: Predict which catalyst facilitates the given reaction. (1) The catalyst class is: 6. Reactant: C([O:3][P:4]([CH2:9][CH:10]([CH2:15][NH:16]C(OCC1C=CC=CC=1)=O)[CH2:11][CH:12]([CH3:14])[CH3:13])(=[O:8])[O:5]CC)C.Cl.O1CCOCC1.C(O)(=O)C. Product: [NH2:16][CH2:15][CH:10]([CH2:11][CH:12]([CH3:14])[CH3:13])[CH2:9][P:4](=[O:3])([OH:8])[OH:5]. (2) Reactant: [C:1]([O:4][CH:5]([C:15]1[CH:20]=[CH:19][C:18]([S:21]([CH3:24])(=[O:23])=[O:22])=[C:17]([F:25])[CH:16]=1)[C:6]([C:8]1[CH:13]=[CH:12][C:11]([Br:14])=[CH:10][CH:9]=1)=O)(=O)[CH3:2].C([O-])(=O)C.[NH4+:30]. Product: [Br:14][C:11]1[CH:12]=[CH:13][C:8]([C:6]2[N:30]=[C:1]([CH3:2])[O:4][C:5]=2[C:15]2[CH:20]=[CH:19][C:18]([S:21]([CH3:24])(=[O:23])=[O:22])=[C:17]([F:25])[CH:16]=2)=[CH:9][CH:10]=1. The catalyst class is: 15. (3) Reactant: [NH2:1][C:2]1[CH:3]=[N:4][CH:5]=[CH:6][CH:7]=1.[CH:8](=O)[CH2:9][CH2:10][CH3:11].C(O)(=O)C.C([BH3-])#N.[Na+]. Product: [CH2:8]([NH:1][C:2]1[CH:3]=[N:4][CH:5]=[CH:6][CH:7]=1)[CH2:9][CH2:10][CH3:11]. The catalyst class is: 5. (4) Reactant: [Cl:1][C:2]1[N:7]=[CH:6][C:5]2[C:8]([N:11]3[CH:15]([CH3:16])[CH2:14][CH2:13][CH:12]3[CH3:17])=[N:9][NH:10][C:4]=2[CH:3]=1.[H-].[Na+].I[CH:21]([CH3:23])[CH3:22]. Product: [Cl:1][C:2]1[N:7]=[CH:6][C:5]2[C:8]([N:11]3[CH:12]([CH3:17])[CH2:13][CH2:14][CH:15]3[CH3:16])=[N:9][N:10]([CH:21]([CH3:23])[CH3:22])[C:4]=2[CH:3]=1. The catalyst class is: 9. (5) Reactant: Br[C:2]1[N:7]=[C:6]2[N:8]([CH3:17])[N:9]=[C:10]([C:11]3[CH:16]=[CH:15][CH:14]=[CH:13][CH:12]=3)[C:5]2=[C:4]([C:18]([F:21])([F:20])[F:19])[CH:3]=1.C([O-])([O-])=O.[Na+].[Na+].Cl.[CH3:29][O:30][C:31](=[O:34])[CH2:32][NH2:33]. Product: [CH3:17][N:8]1[C:6]2=[N:7][C:2]([NH:33][CH2:32][C:31]([O:30][CH3:29])=[O:34])=[CH:3][C:4]([C:18]([F:21])([F:20])[F:19])=[C:5]2[C:10]([C:11]2[CH:16]=[CH:15][CH:14]=[CH:13][CH:12]=2)=[N:9]1. The catalyst class is: 3. (6) Reactant: [NH:1]([C:5]1[CH:11]=[CH:10][C:8]([OH:9])=[CH:7][CH:6]=1)[C:2]([CH3:4])=[O:3].C([O-])([O-])=O.[K+].[K+].Br[CH2:19][C:20]([O:22][CH2:23][CH3:24])=[O:21]. Product: [CH2:23]([O:22][C:20](=[O:21])[CH2:19][O:9][C:8]1[CH:10]=[CH:11][C:5]([NH:1][C:2](=[O:3])[CH3:4])=[CH:6][CH:7]=1)[CH3:24]. The catalyst class is: 21. (7) Reactant: Br[C:2]1[CH:3]=[C:4]2[C:13](=[CH:14][CH:15]=1)[C:12]1[N:8]([CH:9]=[C:10]([C:16]3[N:20]([CH2:21][CH2:22][OH:23])[N:19]=[C:18]([CH3:24])[N:17]=3)[N:11]=1)[CH2:7][CH2:6][O:5]2.[CH3:25][N:26]1[CH2:31][CH2:30][CH:29]([CH:32]2[CH2:36][CH2:35][CH2:34][NH:33]2)[CH2:28][CH2:27]1.CC(C1C=C(C(C)C)C(C2C=CC=CC=2P(C2CCCCC2)C2CCCCC2)=C(C(C)C)C=1)C.C(O[Na])(C)(C)C. Product: [CH3:24][C:18]1[N:17]=[C:16]([C:10]2[N:11]=[C:12]3[C:13]4[CH:14]=[CH:15][C:2]([N:33]5[CH2:34][CH2:35][CH2:36][CH:32]5[CH:29]5[CH2:28][CH2:27][N:26]([CH3:25])[CH2:31][CH2:30]5)=[CH:3][C:4]=4[O:5][CH2:6][CH2:7][N:8]3[CH:9]=2)[N:20]([CH2:21][CH2:22][OH:23])[N:19]=1. The catalyst class is: 62.